From a dataset of Peptide-MHC class II binding affinity with 134,281 pairs from IEDB. Regression. Given a peptide amino acid sequence and an MHC pseudo amino acid sequence, predict their binding affinity value. This is MHC class II binding data. (1) The peptide sequence is YQIAFSRGNRAFIAI. The MHC is DRB1_0101 with pseudo-sequence DRB1_0101. The binding affinity (normalized) is 0.949. (2) The peptide sequence is AAIAAAAAAKRAA. The MHC is H-2-IAk with pseudo-sequence H-2-IAk. The binding affinity (normalized) is 0.